Predict the reaction yield, written as a fraction of the theoretical maximum amount of product (1.0 means a 100% yield; for example, 0.34 means a 34% yield). From a dataset of Reaction yield outcomes from USPTO patents with 853,638 reactions. (1) The reactants are [C:1]1([C@H:7]([NH:26][C:27]([O:29][C@@H:30]2[CH:35]3[CH2:36][CH2:37][N:32]([CH2:33][CH2:34]3)[CH2:31]2)=[O:28])[C:8]2[CH:9]=[C:10]([CH:23]=[CH:24][CH:25]=2)[O:11][CH2:12][C:13]2[CH:22]=[CH:21][C:16]([C:17]([O:19]C)=[O:18])=[CH:15][CH:14]=2)[CH:6]=[CH:5][CH:4]=[CH:3][CH:2]=1.[OH-].[Li+].Cl. The catalyst is C1COCC1. The product is [C:1]1([C@H:7]([NH:26][C:27]([O:29][C@@H:30]2[CH:35]3[CH2:36][CH2:37][N:32]([CH2:33][CH2:34]3)[CH2:31]2)=[O:28])[C:8]2[CH:9]=[C:10]([CH:23]=[CH:24][CH:25]=2)[O:11][CH2:12][C:13]2[CH:14]=[CH:15][C:16]([C:17]([OH:19])=[O:18])=[CH:21][CH:22]=2)[CH:6]=[CH:5][CH:4]=[CH:3][CH:2]=1. The yield is 0.840. (2) The reactants are [N:1]([C:4]1([CH2:20][C:21](OCC)=[O:22])[C:17]2[CH:16]=[C:15]([Cl:18])[N:14]=[CH:13][C:12]=2[O:11][C:10]2[C:5]1=[CH:6][C:7]([Br:19])=[CH:8][CH:9]=2)=[N+]=[N-].[H-].[H-].[H-].[H-].[Li+].[Al+3]. The catalyst is C1COCC1. The product is [NH2:1][C:4]1([CH2:20][CH2:21][OH:22])[C:17]2[CH:16]=[C:15]([Cl:18])[N:14]=[CH:13][C:12]=2[O:11][C:10]2[C:5]1=[CH:6][C:7]([Br:19])=[CH:8][CH:9]=2. The yield is 0.505. (3) The reactants are [Br:1][C:2]1[CH:3]=[C:4]([NH:23][CH2:24]C2C=CC=CN=2)[CH:5]=[C:6]2[C:11]=1[N:10]=[CH:9][C:8]([C:12]#[N:13])=[C:7]2[NH:14][C:15]1[CH:20]=[CH:19][C:18]([F:21])=[C:17]([Cl:22])[CH:16]=1.[CH3:31][N:32]1[CH:36]=[C:35](C=O)[N:34]=[N:33]1.[BH3-]C#N.[Na+]. The catalyst is CCO. The product is [Br:1][C:2]1[CH:3]=[C:4]([NH:23][CH2:24][C:35]2[N:34]=[N:33][N:32]([CH3:31])[CH:36]=2)[CH:5]=[C:6]2[C:11]=1[N:10]=[CH:9][C:8]([C:12]#[N:13])=[C:7]2[NH:14][C:15]1[CH:20]=[CH:19][C:18]([F:21])=[C:17]([Cl:22])[CH:16]=1. The yield is 0.210. (4) The reactants are C(OC([N:7]1[CH2:11][CH:10]=[C:9]([C:12]2[N:13]=[C:14]([S:17][C:18]3[C@H:24]([CH3:25])[C@H:23]4[N:20]([C:21](=[O:29])[C@@H:22]4[C@H:26]([OH:28])[CH3:27])[C:19]=3[C:30]([O:32]CC=C)=[O:31])[S:15][CH:16]=2)[C@H:8]1[CH2:36][OH:37])=O)C=C.C(O)(=O)C.C([SnH](CCCC)CCCC)CCC.P([O-])([O-])([O-])=O. The catalyst is ClCCl.Cl[Pd](Cl)([P](C1C=CC=CC=1)(C1C=CC=CC=1)C1C=CC=CC=1)[P](C1C=CC=CC=1)(C1C=CC=CC=1)C1C=CC=CC=1. The product is [OH:28][C@@H:26]([C@H:22]1[C:21](=[O:29])[N:20]2[C@@H:23]1[C@@H:24]([CH3:25])[C:18]([S:17][C:14]1[S:15][CH:16]=[C:12]([C:9]3[C@@H:8]([CH2:36][OH:37])[NH:7][CH2:11][CH:10]=3)[N:13]=1)=[C:19]2[C:30]([OH:32])=[O:31])[CH3:27]. The yield is 0.480. (5) The reactants are [O:1]=[C:2]1[CH2:7][CH2:6][N:5]([C:8]([O:10][CH2:11][C:12]2[CH:17]=[CH:16][CH:15]=[CH:14][CH:13]=2)=[O:9])[CH2:4][CH2:3]1.[CH2:18]([O:20][C:21](=[O:25])[CH:22]=[N+]=[N-])[CH3:19].B(F)(F)F.CCOCC. The catalyst is CCOCC. The product is [O:1]=[C:2]1[CH2:7][CH2:6][N:5]([C:8]([O:10][CH2:11][C:12]2[CH:13]=[CH:14][CH:15]=[CH:16][CH:17]=2)=[O:9])[CH2:4][CH2:3][CH:22]1[C:21]([O:20][CH2:18][CH3:19])=[O:25]. The yield is 0.880. (6) The reactants are [F:1][C:2]1[C:10]([F:11])=[CH:9][C:5]([C:6](O)=O)=[C:4]([NH:12][C:13]2[N:17]([C:18]3[CH:23]=[CH:22][CH:21]=[CH:20][N:19]=3)[N:16]=[C:15]([CH3:24])[CH:14]=2)[CH:3]=1.P(Cl)(Cl)([Cl:27])=O. No catalyst specified. The product is [Cl:27][C:6]1[C:5]2[C:4](=[CH:3][C:2]([F:1])=[C:10]([F:11])[CH:9]=2)[N:12]=[C:13]2[N:17]([C:18]3[CH:23]=[CH:22][CH:21]=[CH:20][N:19]=3)[N:16]=[C:15]([CH3:24])[C:14]=12. The yield is 0.540. (7) The catalyst is C(OCC)C. The reactants are C(OC([NH:8][C@:9]1([C:18]([OH:20])=[O:19])[CH2:11][C@H:10]1[C:12]1[CH:17]=[CH:16][CH:15]=[CH:14][CH:13]=1)=O)(C)(C)C.Cl.O1CCOCC1. The product is [NH2:8][C@@:9]1([C:18]([OH:20])=[O:19])[CH2:11][C@@H:10]1[C:12]1[CH:17]=[CH:16][CH:15]=[CH:14][CH:13]=1. The yield is 0.840.